From a dataset of TCR-epitope binding with 47,182 pairs between 192 epitopes and 23,139 TCRs. Binary Classification. Given a T-cell receptor sequence (or CDR3 region) and an epitope sequence, predict whether binding occurs between them. (1) The epitope is FRYMNSQGL. The TCR CDR3 sequence is CASSQDSSAGYNEQFF. Result: 0 (the TCR does not bind to the epitope). (2) The epitope is VLWAHGFEL. The TCR CDR3 sequence is CASSPKFRLASYEQYF. Result: 0 (the TCR does not bind to the epitope). (3) The epitope is YLQPRTFLL. The TCR CDR3 sequence is CATMDDLNSGELFF. Result: 1 (the TCR binds to the epitope). (4) The epitope is EHPTFTSQYRIQGKL. The TCR CDR3 sequence is CASSVTGTFGYEQYF. Result: 0 (the TCR does not bind to the epitope). (5) Result: 0 (the TCR does not bind to the epitope). The epitope is KLMNIQQKL. The TCR CDR3 sequence is CAWSLEADTQYF.